This data is from Full USPTO retrosynthesis dataset with 1.9M reactions from patents (1976-2016). The task is: Predict the reactants needed to synthesize the given product. (1) Given the product [CH3:19][N:15]1[C:16]2[C:11](=[CH:10][C:9]([C:5]3[CH:4]=[C:3]([CH2:2][NH:1][C:27]([C:26]4[C:22]([CH3:21])=[N:23][O:24][C:25]=4[CH3:30])=[O:28])[CH:8]=[N:7][CH:6]=3)=[CH:18][CH:17]=2)[CH2:12][CH2:13][C:14]1=[O:20], predict the reactants needed to synthesize it. The reactants are: [NH2:1][CH2:2][C:3]1[CH:4]=[C:5]([C:9]2[CH:10]=[C:11]3[C:16](=[CH:17][CH:18]=2)[N:15]([CH3:19])[C:14](=[O:20])[CH2:13][CH2:12]3)[CH:6]=[N:7][CH:8]=1.[CH3:21][C:22]1[C:26]([C:27](O)=[O:28])=[C:25]([CH3:30])[O:24][N:23]=1.CN(C(ON1N=NC2C=CC=CC1=2)=[N+](C)C)C.[B-](F)(F)(F)F.CCN(C(C)C)C(C)C. (2) Given the product [F:1][C:2]([F:26])([F:25])[CH2:3][NH:4][C:5]([C:7]1([CH2:20][CH2:21][CH2:22][CH2:23][N:42]2[CH2:43][CH2:44][N:39]([C:36]3[CH:35]=[CH:34][C:33]4[C:38](=[C:29]([O:28][CH3:27])[CH:30]=[CH:31][CH:32]=4)[N:37]=3)[CH2:40][CH2:41]2)[C:19]2[CH:18]=[CH:17][CH:16]=[CH:15][C:14]=2[C:13]2[C:8]1=[CH:9][CH:10]=[CH:11][CH:12]=2)=[O:6], predict the reactants needed to synthesize it. The reactants are: [F:1][C:2]([F:26])([F:25])[CH2:3][NH:4][C:5]([C:7]1([CH2:20][CH2:21][CH2:22][CH2:23]Br)[C:19]2[CH:18]=[CH:17][CH:16]=[CH:15][C:14]=2[C:13]2[C:8]1=[CH:9][CH:10]=[CH:11][CH:12]=2)=[O:6].[CH3:27][O:28][C:29]1[CH:30]=[CH:31][CH:32]=[C:33]2[C:38]=1[N:37]=[C:36]([N:39]1[CH2:44][CH2:43][NH:42][CH2:41][CH2:40]1)[CH:35]=[CH:34]2. (3) The reactants are: C[O:2][C:3](=[O:28])[CH2:4][CH2:5][CH2:6][N:7]1[CH2:11][CH2:10][CH2:9][C@@H:8]1[CH2:12][O:13][C:14]1[CH:19]=[CH:18][C:17]([O:20][C:21]2[CH:26]=[CH:25][C:24]([Cl:27])=[CH:23][CH:22]=2)=[CH:16][CH:15]=1.O1CCOCC1.Cl. Given the product [ClH:27].[Cl:27][C:24]1[CH:25]=[CH:26][C:21]([O:20][C:17]2[CH:18]=[CH:19][C:14]([O:13][CH2:12][C@H:8]3[CH2:9][CH2:10][CH2:11][N:7]3[CH2:6][CH2:5][CH2:4][C:3]([OH:28])=[O:2])=[CH:15][CH:16]=2)=[CH:22][CH:23]=1, predict the reactants needed to synthesize it. (4) Given the product [NH2:5][C:4]1[C:3]2[C:2](=[C:9]([Br:10])[CH:8]=[C:7]([N+:11]([O-:13])=[O:12])[CH:6]=2)[N:1]=[C:15]([OH:16])[N:14]=1, predict the reactants needed to synthesize it. The reactants are: [NH2:1][C:2]1[C:9]([Br:10])=[CH:8][C:7]([N+:11]([O-:13])=[O:12])=[CH:6][C:3]=1[C:4]#[N:5].[NH2:14][C:15](N)=[O:16].C(=O)(O)[O-]. (5) The reactants are: [CH3:1][O:2][C:3](=[O:28])[CH2:4][C:5]1[CH:10]=[CH:9][C:8]([CH:11]=[CH2:12])=[C:7]([O:13][C:14]2[CH:19]=[CH:18][C:17]([NH2:20])=[CH:16][C:15]=2[CH2:21][S:22][CH2:23][C:24]([F:27])([F:26])[F:25])[CH:6]=1.COC(=O)CC1C=CC(CC)=C(OC2C=CC(N)=CC=2CSCC(F)(F)F)C=1.[C:57](Cl)(=[O:62])[C:58]([CH3:61])([CH3:60])[CH3:59]. Given the product [CH3:1][O:2][C:3](=[O:28])[CH2:4][C:5]1[CH:10]=[CH:9][C:8]([CH:11]=[CH2:12])=[C:7]([O:13][C:14]2[CH:19]=[CH:18][C:17]([NH:20][C:57](=[O:62])[C:58]([CH3:61])([CH3:60])[CH3:59])=[CH:16][C:15]=2[CH2:21][S:22][CH2:23][C:24]([F:27])([F:25])[F:26])[CH:6]=1, predict the reactants needed to synthesize it. (6) Given the product [C:1]([C:5]1[O:9][N:8]=[C:7]([C:10]2[CH:15]=[C:14]([O:28][CH2:27][C:24]3[CH:23]=[CH:22][C:21]([F:20])=[CH:26][N:25]=3)[C:13]([CH:17]3[CH2:19][CH2:18]3)=[CH:12][N:11]=2)[N:6]=1)([CH3:4])([CH3:3])[CH3:2], predict the reactants needed to synthesize it. The reactants are: [C:1]([C:5]1[O:9][N:8]=[C:7]([C:10]2[CH:15]=[C:14](Cl)[C:13]([CH:17]3[CH2:19][CH2:18]3)=[CH:12][N:11]=2)[N:6]=1)([CH3:4])([CH3:3])[CH3:2].[F:20][C:21]1[CH:22]=[CH:23][C:24]([CH2:27][OH:28])=[N:25][CH:26]=1. (7) Given the product [C:8]([O:7][CH2:6][C:2]1[C:3]([OH:4])=[N:5][S:12][N:1]=1)([CH3:11])([CH3:10])[CH3:9], predict the reactants needed to synthesize it. The reactants are: [NH2:1][CH:2]([CH2:6][O:7][C:8]([CH3:11])([CH3:10])[CH3:9])[C:3]([NH2:5])=[O:4].[S:12](Cl)(Cl)=O.O. (8) Given the product [F:1][C:2]1[CH:3]=[CH:4][C:5]([C:8]2[N:12]([S:13]([C:16]3[CH:21]=[CH:20][CH:19]=[CH:18][CH:17]=3)(=[O:15])=[O:14])[C:11]([CH3:22])=[C:10]([CH:23]=[O:24])[CH:9]=2)=[CH:6][CH:7]=1, predict the reactants needed to synthesize it. The reactants are: [F:1][C:2]1[CH:7]=[CH:6][C:5]([C:8]2[N:12]([S:13]([C:16]3[CH:21]=[CH:20][CH:19]=[CH:18][CH:17]=3)(=[O:15])=[O:14])[C:11]([CH3:22])=[C:10]([CH2:23][OH:24])[CH:9]=2)=[CH:4][CH:3]=1.C[N+]1([O-])CCOCC1.